This data is from Full USPTO retrosynthesis dataset with 1.9M reactions from patents (1976-2016). The task is: Predict the reactants needed to synthesize the given product. Given the product [CH2:16]([C:5]1([CH2:18][CH3:19])[C:4]2[CH:3]=[C:2]([C:38]3[CH:39]=[CH:40][C:35]([C:32]4[CH:33]=[CH:34][C:29]([O:28][CH2:20][CH2:21][CH2:22][CH2:23][CH2:24][CH2:25][CH2:26][CH3:27])=[CH:30][CH:31]=4)=[CH:36][CH:37]=3)[CH:14]=[CH:13][C:12]=2[C:11]2[C:6]1=[CH:7][C:8]([C:29]1[CH:30]=[CH:31][C:32]([C:35]3[CH:36]=[CH:37][C:53]([O:54][CH2:55][CH2:26][CH2:25][CH2:24][CH2:23][CH2:22][CH2:21][CH3:20])=[CH:52][CH:40]=3)=[CH:33][CH:34]=1)=[CH:9][CH:10]=2)[CH3:17], predict the reactants needed to synthesize it. The reactants are: Br[C:2]1[CH:14]=[CH:13][C:12]2[C:11]3[C:6](=[CH:7][C:8](Br)=[CH:9][CH:10]=3)[C:5]([CH2:18][CH3:19])([CH2:16][CH3:17])[C:4]=2[CH:3]=1.[CH2:20]([O:28][C:29]1[CH:34]=[CH:33][C:32]([C:35]2[CH:40]=[CH:39][C:38](B(O)O)=[CH:37][CH:36]=2)=[CH:31][CH:30]=1)[CH2:21][CH2:22][CH2:23][CH2:24][CH2:25][CH2:26][CH3:27].C(=O)([O-])[O-].[Na+].[Na+].CO[CH2:52][CH2:53][O:54][CH3:55].